Dataset: Full USPTO retrosynthesis dataset with 1.9M reactions from patents (1976-2016). Task: Predict the reactants needed to synthesize the given product. (1) Given the product [CH3:36][O:35][C:6]1[C:7]2[N:8]=[C:9]([CH2:12][CH2:13][CH2:14][N:15]([CH3:34])[CH2:16][CH2:17][C:18]3([OH:32])[CH2:23][CH:22]4[CH2:24][CH2:25][CH:19]3[CH:20]=[C:21]4[C:26]3[CH:27]=[CH:28][CH:29]=[CH:30][CH:31]=3)[NH:10][C:11]=2[C:3]([O:2][CH3:1])=[CH:4][CH:5]=1, predict the reactants needed to synthesize it. The reactants are: [CH3:1][O:2][C:3]1[C:11]2[N:10]=[C:9]([CH2:12][CH2:13][CH2:14][N:15]([CH3:34])[C:16](=O)[CH2:17][C:18]3([OH:32])[CH2:23][CH:22]4[CH2:24][CH2:25][CH:19]3[CH:20]=[C:21]4[C:26]3[CH:31]=[CH:30][CH:29]=[CH:28][CH:27]=3)[NH:8][C:7]=2[C:6]([O:35][CH3:36])=[CH:5][CH:4]=1.COCCO[AlH2-]OCCOC.[Na+]. (2) Given the product [Br:1][C:2]1[C:7]([F:8])=[CH:6][C:5]2[C:9]([C:12]3[CH:17]=[CH:16][N:15]=[CH:14][CH:13]=3)=[N:10][O:11][C:4]=2[CH:3]=1, predict the reactants needed to synthesize it. The reactants are: [Br:1][C:2]1[C:7]([F:8])=[CH:6][C:5]([C:9]([C:12]2[CH:17]=[CH:16][N:15]=[CH:14][CH:13]=2)=[N:10][OH:11])=[C:4](F)[CH:3]=1.N12CCCN=C1CCCCC2. (3) Given the product [F:12][C:9]1[CH:10]=[C:11]2[C:6](=[CH:7][N:8]=1)[N:5]=[CH:4][C:3]([C:13]#[N:14])=[C:2]2[NH:26][C:25]1[CH:24]=[CH:23][C:22]([O:15][C:16]2[CH:21]=[CH:20][CH:19]=[CH:18][CH:17]=2)=[CH:28][CH:27]=1, predict the reactants needed to synthesize it. The reactants are: Cl[C:2]1[C:11]2[C:6](=[CH:7][N:8]=[C:9]([F:12])[CH:10]=2)[N:5]=[CH:4][C:3]=1[C:13]#[N:14].[O:15]([C:22]1[CH:28]=[CH:27][C:25]([NH2:26])=[CH:24][CH:23]=1)[C:16]1[CH:21]=[CH:20][CH:19]=[CH:18][CH:17]=1.C(=O)(O)[O-].[Na+]. (4) Given the product [F:1][C:2]1([F:15])[O:6][C:5]2[C:7]([CH3:14])=[CH:8][CH:9]=[C:10]([OH:16])[C:4]=2[O:3]1, predict the reactants needed to synthesize it. The reactants are: [F:1][C:2]1([F:15])[O:6][C:5]2[C:7]([CH3:14])=[CH:8][CH:9]=[C:10](B(O)O)[C:4]=2[O:3]1.[OH:16]O.[OH-].[Na+]. (5) Given the product [NH2:24][CH2:23][C:8]1([C:2]2([OH:1])[CH2:3][CH2:4][CH2:5][CH2:6][CH2:7]2)[C:18]2[CH:17]=[C:16]3[C:12]([CH2:13][CH2:14][N:15]3[S:19]([CH3:22])(=[O:21])=[O:20])=[CH:11][C:10]=2[CH2:9]1, predict the reactants needed to synthesize it. The reactants are: [OH:1][C:2]1([C:8]2([C:23]#[N:24])[C:18]3[CH:17]=[C:16]4[C:12]([CH2:13][CH2:14][N:15]4[S:19]([CH3:22])(=[O:21])=[O:20])=[CH:11][C:10]=3[CH2:9]2)[CH2:7][CH2:6][CH2:5][CH2:4][CH2:3]1. (6) Given the product [O:8]=[C:6]1[N:5]([C:9]2[CH:18]=[C:17]3[C:12]([CH:13]=[C:14]([C:20]4[CH:25]=[CH:24][CH:23]=[CH:22][C:21]=4[C:26]([F:28])([F:27])[F:29])[NH:15][C:16]3=[O:19])=[CH:11][CH:10]=2)[CH2:4][C@H:3]([CH2:2][O:1][C:30]([CH2:31][CH2:32][C:33]([OH:35])=[O:34])=[O:36])[O:7]1, predict the reactants needed to synthesize it. The reactants are: [OH:1][CH2:2][C@@H:3]1[O:7][C:6](=[O:8])[N:5]([C:9]2[CH:18]=[C:17]3[C:12]([CH:13]=[C:14]([C:20]4[CH:25]=[CH:24][CH:23]=[CH:22][C:21]=4[C:26]([F:29])([F:28])[F:27])[NH:15][C:16]3=[O:19])=[CH:11][CH:10]=2)[CH2:4]1.[C:30]1(=[O:36])[O:35][C:33](=[O:34])[CH2:32][CH2:31]1.Cl.